From a dataset of Reaction yield outcomes from USPTO patents with 853,638 reactions. Predict the reaction yield, written as a fraction of the theoretical maximum amount of product (1.0 means a 100% yield; for example, 0.34 means a 34% yield). (1) The reactants are [C:1]1([C:7]2[C:15]3[C:10](=[N:11][CH:12]=[C:13]([NH:16][C:17](=[O:33])[C:18]4[C:23]([F:24])=[CH:22][CH:21]=[C:20]([NH:25][S:26]([CH2:29][CH2:30][CH3:31])(=[O:28])=[O:27])[C:19]=4[F:32])[CH:14]=3)[N:9](S(C3C=CC=CC=3)(=O)=O)[CH:8]=2)[CH2:6][CH2:5][CH2:4][CH2:3][CH:2]=1. The catalyst is CO. The product is [C:1]1([C:7]2[C:15]3[C:10](=[N:11][CH:12]=[C:13]([NH:16][C:17](=[O:33])[C:18]4[C:23]([F:24])=[CH:22][CH:21]=[C:20]([NH:25][S:26]([CH2:29][CH2:30][CH3:31])(=[O:28])=[O:27])[C:19]=4[F:32])[CH:14]=3)[NH:9][CH:8]=2)[CH2:6][CH2:5][CH2:4][CH2:3][CH:2]=1. The yield is 1.00. (2) The reactants are [CH2:1]([O:8][CH2:9][C:10]1([CH2:30][OH:31])[CH2:29][CH2:28][CH2:27][C:12]2([O:16][C:15](=[O:17])[N:14]([CH2:18][C:19]3[CH:24]=[CH:23][C:22]([O:25][CH3:26])=[CH:21][CH:20]=3)[CH2:13]2)[CH2:11]1)[C:2]1[CH:7]=[CH:6][CH:5]=[CH:4][CH:3]=1.CCN(C(C)C)C(C)C.[CH3:41][S:42](Cl)(=[O:44])=[O:43].Cl. The catalyst is C(Cl)Cl. The product is [CH3:41][S:42]([O:31][CH2:30][C:10]1([CH2:9][O:8][CH2:1][C:2]2[CH:7]=[CH:6][CH:5]=[CH:4][CH:3]=2)[CH2:29][CH2:28][CH2:27][C:12]2([O:16][C:15](=[O:17])[N:14]([CH2:18][C:19]3[CH:24]=[CH:23][C:22]([O:25][CH3:26])=[CH:21][CH:20]=3)[CH2:13]2)[CH2:11]1)(=[O:44])=[O:43]. The yield is 0.870. (3) The catalyst is C1COCC1. The reactants are [CH3:1][O:2][C:3]1[C:4]([O:31][CH3:32])=[CH:5][C:6]2[C:15]3[C:10](=[C:11]4[CH:19]=[C:18]5[O:20][CH2:21][O:22][C:17]5=[CH:16][C:12]4=[N:13][CH:14]=3)[N:9]([CH:23]([CH3:28])[CH2:24][N:25]([CH3:27])[CH3:26])[C:8](=O)[C:7]=2[CH:30]=1.[H-].[H-].[H-].[H-].[Li+].[Al+3]. The product is [CH3:1][O:2][C:3]1[C:4]([O:31][CH3:32])=[CH:5][C:6]2[C:15]3[C:10](=[C:11]4[CH:19]=[C:18]5[O:20][CH2:21][O:22][C:17]5=[CH:16][C:12]4=[N:13][CH:14]=3)[N:9]([CH:23]([CH3:28])[CH2:24][N:25]([CH3:26])[CH3:27])[CH2:8][C:7]=2[CH:30]=1. The yield is 0.454. (4) The reactants are Cl[C:2]1[N:7]=[CH:6][C:5]2[CH:8]=[N:9][N:10]([CH:11]3[CH2:16][CH2:15][CH2:14][CH2:13][O:12]3)[C:4]=2[CH:3]=1.[F:17][C:18]1[C:23]([O:24][CH3:25])=[CH:22][C:21]([O:26][CH3:27])=[C:20]([F:28])[C:19]=1B1OC(C)(C)C(C)(C)O1.P([O-])([O-])([O-])=O.[K+].[K+].[K+]. The catalyst is O1CCCC1.O.C1(P(C2CCCCC2)C2C=CC=CC=2C2C(C(C)C)=CC(C(C)C)=CC=2C(C)C)CCCCC1.NC1C=CC=CC=1C1C=CC=CC=1[Pd]Cl. The product is [F:17][C:18]1[C:23]([O:24][CH3:25])=[CH:22][C:21]([O:26][CH3:27])=[C:20]([F:28])[C:19]=1[C:2]1[N:7]=[CH:6][C:5]2[CH:8]=[N:9][N:10]([CH:11]3[CH2:16][CH2:15][CH2:14][CH2:13][O:12]3)[C:4]=2[CH:3]=1. The yield is 0.760. (5) The yield is 0.730. The reactants are Cl[C:2]1[CH:7]=[C:6]2[CH2:8][O:9][C:10]3[CH:41]=[C:40]4[C:13]([CH:14]=[CH:15][C:16]5[N:20]=[C:19]([C@@H:21]6[CH2:25][C@H:24]([O:26][CH2:27][CH3:28])[CH2:23][N:22]6[C:29](=[O:39])[C@@H:30]([NH:34][C:35](=[O:38])[O:36][CH3:37])[CH:31]([CH3:33])[CH3:32])[NH:18][C:17]=54)=[CH:12][C:11]=3[C:5]2=[CH:4][CH:3]=1.[CH3:42][C:43]1([CH3:59])[C:47]([CH3:49])([CH3:48])[O:46][B:45]([B:45]2[O:46][C:47]([CH3:49])([CH3:48])[C:43]([CH3:59])([CH3:42])[O:44]2)[O:44]1.C([O-])(=O)C.[K+].C1(P(C2CCCCC2)C2C=CC=CC=2C2C(C(C)C)=CC(C(C)C)=CC=2C(C)C)CCCCC1. The catalyst is O1CCOCC1.C1C=CC(/C=C/C(/C=C/C2C=CC=CC=2)=O)=CC=1.C1C=CC(/C=C/C(/C=C/C2C=CC=CC=2)=O)=CC=1.[Pd]. The product is [CH3:37][O:36][C:35](=[O:38])[NH:34][C@@H:30]([CH:31]([CH3:32])[CH3:33])[C:29]([N:22]1[CH2:23][C@@H:24]([O:26][CH2:27][CH3:28])[CH2:25][C@H:21]1[C:19]1[NH:18][C:17]2[C:40]3[C:13]([CH:14]=[CH:15][C:16]=2[N:20]=1)=[CH:12][C:11]1[C:5]2[C:6]([CH2:8][O:9][C:10]=1[CH:41]=3)=[CH:7][C:2]([B:45]1[O:46][C:47]([CH3:49])([CH3:48])[C:43]([CH3:59])([CH3:42])[O:44]1)=[CH:3][CH:4]=2)=[O:39].